This data is from Full USPTO retrosynthesis dataset with 1.9M reactions from patents (1976-2016). The task is: Predict the reactants needed to synthesize the given product. (1) Given the product [O-:33][N+:6]1[C:7]2[CH:8]=[CH:9][CH:10]=[CH:11][C:12]=2[C:13]2[N:1]([CH2:14][CH2:15][CH2:16][C:17]([C:19]3[CH:24]=[CH:23][CH:22]=[CH:21][CH:20]=3)=[O:18])[CH:2]=[N:3][C:4]=2[CH:5]=1, predict the reactants needed to synthesize it. The reactants are: [N:1]1([CH2:14][CH2:15][CH2:16][C:17]([C:19]2[CH:24]=[CH:23][CH:22]=[CH:21][CH:20]=2)=[O:18])[C:13]2[C:12]3[CH:11]=[CH:10][CH:9]=[CH:8][C:7]=3[N:6]=[CH:5][C:4]=2[N:3]=[CH:2]1.C1C=C(Cl)C=C(C(OO)=[O:33])C=1. (2) Given the product [N+:1]1([O-:19])[C:10]2[CH2:9][CH2:8][CH2:7][CH2:6][C:5]=2[N:4]=[CH:3][CH:2]=1, predict the reactants needed to synthesize it. The reactants are: [N:1]1[C:10]2[CH2:9][CH2:8][CH2:7][CH2:6][C:5]=2[N:4]=[CH:3][CH:2]=1.ClC1C=CC=C(C(OO)=[O:19])C=1.[O-]S([O-])(=S)=O.[Na+].[Na+].C([O-])(O)=O.[Na+]. (3) Given the product [CH3:1][N:2]([C:4]1[N:15]=[C:14]([C:16]2[CH:21]=[CH:20][C:19]([Cl:22])=[CH:18][C:17]=2[Cl:23])[C:13]([C:24]2[CH:25]=[CH:26][C:27]([Cl:30])=[CH:28][CH:29]=2)=[CH:12][N:11]=1)[CH3:3], predict the reactants needed to synthesize it. The reactants are: [CH3:1][N:2]([CH:4]=O)[CH3:3].CS(C1[N:15]=[C:14]([C:16]2[CH:21]=[CH:20][C:19]([Cl:22])=[CH:18][C:17]=2[Cl:23])[C:13]([C:24]2[CH:29]=[CH:28][C:27]([Cl:30])=[CH:26][CH:25]=2)=[CH:12][N:11]=1)(=O)=O.CNC. (4) Given the product [CH2:1]([O:7][C:8]1[C:9](=[O:20])[O:10][C:11]2[CH:18]=[CH:17][CH:16]=[C:15]([O:19][CH2:27][CH2:26][CH2:25][O:24][C:21](=[O:23])[CH3:22])[C:12]=2[C:13]=1[OH:14])[CH2:2][CH2:3][CH2:4][CH2:5][CH3:6], predict the reactants needed to synthesize it. The reactants are: [CH2:1]([O:7][C:8]1[C:9](=[O:20])[O:10][C:11]2[CH:18]=[CH:17][CH:16]=[C:15]([OH:19])[C:12]=2[C:13]=1[OH:14])[CH2:2][CH2:3][CH2:4][CH2:5][CH3:6].[C:21]([O:24][CH2:25][CH2:26][CH2:27]Br)(=[O:23])[CH3:22].